This data is from Catalyst prediction with 721,799 reactions and 888 catalyst types from USPTO. The task is: Predict which catalyst facilitates the given reaction. (1) Reactant: [CH3:1][C:2]1[N:3]=[C:4]2[C:13]3[NH:12][C@H:11]([C:14]4[CH:19]=[CH:18][CH:17]=[CH:16][CH:15]=4)[C@@H:10]([OH:20])[C@H:9]([O:21][CH2:22][CH2:23][O:24][CH3:25])[C:8]=3[CH:7]=[CH:6][N:5]2[C:26]=1[CH3:27].C(N(CC)CC)C.CC1C(C)=NC=CC=1.[Br:43][CH2:44][C:45]1[CH:53]=[CH:52][C:48]([C:49](Br)=[O:50])=[CH:47][CH:46]=1. Product: [CH3:1][C:2]1[N:3]=[C:4]2[C:13]3[NH:12][C@H:11]([C:14]4[CH:19]=[CH:18][CH:17]=[CH:16][CH:15]=4)[C@@H:10]([O:20][C:49](=[O:50])[C:48]4[CH:52]=[CH:53][C:45]([CH2:44][Br:43])=[CH:46][CH:47]=4)[C@H:9]([O:21][CH2:22][CH2:23][O:24][CH3:25])[C:8]=3[CH:7]=[CH:6][N:5]2[C:26]=1[CH3:27]. The catalyst class is: 4. (2) Reactant: [CH2:1]([O:3][C:4](=[O:39])[C:5]1[CH:10]=[CH:9][C:8]([NH:11][C:12](=[O:38])[CH:13]([N:20]2[C:24]3[CH:25]=[C:26]([F:30])[C:27]([F:29])=[CH:28][C:23]=3[N:22]=[C:21]2[C:31]2[CH:36]=[CH:35][C:34]([Cl:37])=[CH:33][CH:32]=2)[CH:14]2[CH2:19][CH2:18][CH2:17][CH2:16][CH2:15]2)=[CH:7][CH:6]=1)C.ClC1C=CC(C2N(C(C3CCCCC3)[C:53](NC3C=CC(C(O)=O)=CC=3)=[O:54])C3C=C(F)C(F)=CC=3N=2)=CC=1.COC(=O)C1C=CC(N)=C(OC)C=1. Product: [CH3:1][O:3][C:4](=[O:39])[C:5]1[CH:10]=[CH:9][C:8]([NH:11][C:12](=[O:38])[CH:13]([N:20]2[C:24]3[CH:25]=[C:26]([F:30])[C:27]([F:29])=[CH:28][C:23]=3[N:22]=[C:21]2[C:31]2[CH:36]=[CH:35][C:34]([Cl:37])=[CH:33][CH:32]=2)[CH:14]2[CH2:15][CH2:16][CH2:17][CH2:18][CH2:19]2)=[C:7]([O:54][CH3:53])[CH:6]=1. The catalyst class is: 17. (3) Reactant: [Br:1][C:2]1[CH:3]=[C:4]2[C:10](I)=[N:9][N:8]([CH2:12][O:13][C:14](=[O:19])[C:15]([CH3:18])([CH3:17])[CH3:16])[C:5]2=[N:6][CH:7]=1.[Cl-].[Cl:21][C:22]1[CH:23]=[C:24]([CH:27]=[CH:28][CH:29]=1)[CH2:25][Zn+]. Product: [Br:1][C:2]1[CH:3]=[C:4]2[C:10]([CH2:25][C:24]3[CH:27]=[CH:28][CH:29]=[C:22]([Cl:21])[CH:23]=3)=[N:9][N:8]([CH2:12][O:13][C:14](=[O:19])[C:15]([CH3:18])([CH3:17])[CH3:16])[C:5]2=[N:6][CH:7]=1. The catalyst class is: 7.